Dataset: Full USPTO retrosynthesis dataset with 1.9M reactions from patents (1976-2016). Task: Predict the reactants needed to synthesize the given product. (1) The reactants are: [F:1][C:2]1[CH:7]=[CH:6][C:5]([S:8]([NH:11][C:12]2[C:13]([O:27][CH3:28])=[N:14][CH:15]=[C:16](B3OC(C)(C)C(C)(C)O3)[CH:17]=2)(=[O:10])=[O:9])=[CH:4][CH:3]=1.Br[C:30]1[CH:31]=[CH:32][C:33]2[N:34]([C:36]([C:39]#[C:40][CH:41]([OH:43])[CH3:42])=[CH:37][N:38]=2)[N:35]=1.C(Cl)Cl.C([O-])([O-])=O.[Na+].[Na+]. Given the product [F:1][C:2]1[CH:3]=[CH:4][C:5]([S:8]([NH:11][C:12]2[C:13]([O:27][CH3:28])=[N:14][CH:15]=[C:16]([C:30]3[CH:31]=[CH:32][C:33]4[N:34]([C:36]([C:39]#[C:40][CH:41]([OH:43])[CH3:42])=[CH:37][N:38]=4)[N:35]=3)[CH:17]=2)(=[O:9])=[O:10])=[CH:6][CH:7]=1, predict the reactants needed to synthesize it. (2) Given the product [CH3:1][O:2][CH2:3][CH2:4][N:5]1[CH2:13][C:12]2[C:7](=[CH:8][CH:9]=[C:10]([NH2:14])[CH:11]=2)[CH2:6]1, predict the reactants needed to synthesize it. The reactants are: [CH3:1][O:2][CH2:3][CH2:4][N:5]1[CH2:13][C:12]2[C:7](=[CH:8][CH:9]=[C:10]([N+:14]([O-])=O)[CH:11]=2)[CH2:6]1.[H][H].